Dataset: Forward reaction prediction with 1.9M reactions from USPTO patents (1976-2016). Task: Predict the product of the given reaction. (1) Given the reactants [C:1]1(P(C2C=CC=CC=2)C2C=CC=CC=2)C=CC=C[CH:2]=1.[Br:20][C:21]1[CH:22]=[N:23][CH:24]=[C:25]([OH:27])[CH:26]=1.C(O)C.CCOC(/N=N/C(OCC)=O)=O, predict the reaction product. The product is: [Br:20][C:21]1[CH:22]=[N:23][CH:24]=[C:25]([O:27][CH2:1][CH3:2])[CH:26]=1. (2) Given the reactants [CH2:1]([O:8][C:9]([NH:11][C@H:12]([C:21]([O:23][C:24]([CH3:27])([CH3:26])[CH3:25])=[O:22])[CH2:13][C:14]1[CH:19]=[CH:18][C:17]([OH:20])=[CH:16][CH:15]=1)=[O:10])[C:2]1[CH:7]=[CH:6][CH:5]=[CH:4][CH:3]=1.C(=O)([O-])[O-].[K+].[K+].Br[C:35]([CH3:44])([CH3:43])[C:36]([O:38][C:39]([CH3:42])([CH3:41])[CH3:40])=[O:37].O, predict the reaction product. The product is: [CH2:1]([O:8][C:9]([NH:11][C@H:12]([C:21]([O:23][C:24]([CH3:27])([CH3:26])[CH3:25])=[O:22])[CH2:13][C:14]1[CH:15]=[CH:16][C:17]([O:20][C:35]([CH3:44])([CH3:43])[C:36]([O:38][C:39]([CH3:42])([CH3:41])[CH3:40])=[O:37])=[CH:18][CH:19]=1)=[O:10])[C:2]1[CH:3]=[CH:4][CH:5]=[CH:6][CH:7]=1. (3) Given the reactants Br[C:2]1[CH:22]=[CH:21][CH:20]=[CH:19][C:3]=1[CH2:4][N:5]1[CH2:18][C:17]2[C:12](=[CH:13][CH:14]=[CH:15][CH:16]=2)[C:11]2[CH:10]=[CH:9][CH:8]=[CH:7][C:6]1=2.C(=O)([O-])[O-].[K+].[K+], predict the reaction product. The product is: [CH:10]1[C:11]2[C:12]3[CH:13]=[CH:14][CH:15]=[CH:16][C:17]=3[CH2:18][N:5]3[CH2:4][C:3]4[C:2]([C:7]([C:6]=23)=[CH:8][CH:9]=1)=[CH:22][CH:21]=[CH:20][CH:19]=4.